From a dataset of Reaction yield outcomes from USPTO patents with 853,638 reactions. Predict the reaction yield, written as a fraction of the theoretical maximum amount of product (1.0 means a 100% yield; for example, 0.34 means a 34% yield). (1) No catalyst specified. The reactants are C(OC(=O)C)(=[O:3])C.[CH2:8]([O:15][C:16]1[CH:17]=[CH:18][C:19]([CH3:23])=[N+:20]([O-])[CH:21]=1)[C:9]1[CH:14]=[CH:13][CH:12]=[CH:11][CH:10]=1. The product is [CH2:8]([O:15][C:16]1[CH:17]=[CH:18][C:19]([CH2:23][OH:3])=[N:20][CH:21]=1)[C:9]1[CH:14]=[CH:13][CH:12]=[CH:11][CH:10]=1. The yield is 0.540. (2) The reactants are CO[C:3](=[O:15])[CH2:4][NH:5][C:6]([C:8]1[CH:9]=[N:10][CH:11]=[C:12]([F:14])[CH:13]=1)=[O:7].[CH3:16][NH2:17]. The catalyst is C(O)C. The product is [F:14][C:12]1[CH:11]=[N:10][CH:9]=[C:8]([CH:13]=1)[C:6]([NH:5][CH2:4][C:3](=[O:15])[NH:17][CH3:16])=[O:7]. The yield is 0.720.